Dataset: Reaction yield outcomes from USPTO patents with 853,638 reactions. Task: Predict the reaction yield, written as a fraction of the theoretical maximum amount of product (1.0 means a 100% yield; for example, 0.34 means a 34% yield). (1) The product is [Cl:33][C:30]1[CH:31]=[CH:32][C:27]([CH2:26][NH:25][C:71]([C:53]2[NH:52][C:60]3[C:55]([CH:54]=2)=[CH:56][CH:57]=[C:58]([NH:61][C:62](=[O:70])[CH2:63][CH2:64][O:65][C:66]([CH3:68])([CH3:67])[CH3:69])[CH:59]=3)=[O:72])=[C:28]([F:44])[C:29]=1[O:34][C:35]1[CH:36]=[C:37]([C:38]#[N:39])[CH:40]=[C:41]([Cl:43])[CH:42]=1. The catalyst is CN(C=O)C. The yield is 0.580. The reactants are CN(C(ON1N=NC2C=CC=NC1=2)=[N+](C)C)C.F[P-](F)(F)(F)(F)F.[NH2:25][CH2:26][C:27]1[C:28]([F:44])=[C:29]([O:34][C:35]2[CH:36]=[C:37]([CH:40]=[C:41]([Cl:43])[CH:42]=2)[C:38]#[N:39])[C:30]([Cl:33])=[CH:31][CH:32]=1.CC(OC([N:52]1[C:60]2[C:55](=[CH:56][CH:57]=[C:58]([NH:61][C:62](=[O:70])[CH2:63][CH2:64][O:65][C:66]([CH3:69])([CH3:68])[CH3:67])[CH:59]=2)[CH:54]=[C:53]1[C:71](O)=[O:72])=O)(C)C.C(N(C(C)C)CC)(C)C. (2) The reactants are [OH:1][C:2]12[CH2:11][CH:6]3[CH2:7][CH:8]([CH2:10][C:4]([C:12]([OH:14])=O)([CH2:5]3)[CH2:3]1)[CH2:9]2.[S:15]1[CH:19]=[CH:18][CH:17]=[C:16]1[CH2:20]N.[CH2:22]([N:24](CC)CC)C.CCN=C=NCCCN(C)C. The catalyst is C(Cl)Cl.CN(C1C=CN=CC=1)C. The product is [S:15]1[CH:19]=[CH:18][CH:17]=[C:16]1[CH2:20][CH2:22][NH:24][C:12]([C:4]12[CH2:5][CH:6]3[CH2:7][CH:8]([CH2:9][C:2]([OH:1])([CH2:11]3)[CH2:3]1)[CH2:10]2)=[O:14]. The yield is 0.870. (3) The reactants are [C:1]([O:5][C:6](=[O:29])[CH2:7][C@@H:8]([CH2:17][O:18][S:19]([C:22]1[CH:27]=[CH:26][C:25]([CH3:28])=[CH:24][CH:23]=1)(=[O:21])=[O:20])[CH2:9][C@H:10]([CH3:16])[CH2:11][CH2:12][CH2:13][CH2:14][CH3:15])([CH3:4])([CH3:3])[CH3:2].C(OC(=O)C[C@@H](CO)C[C@@H](C)CCCCC)(C)(C)C. No catalyst specified. The product is [C:1]([O:5][C:6](=[O:29])[CH2:7][C@@H:8]([CH2:17][O:18][S:19]([C:22]1[CH:27]=[CH:26][C:25]([CH3:28])=[CH:24][CH:23]=1)(=[O:21])=[O:20])[CH2:9][C@@H:10]([CH3:16])[CH2:11][CH2:12][CH2:13][CH2:14][CH3:15])([CH3:2])([CH3:3])[CH3:4]. The yield is 0.640.